From a dataset of Full USPTO retrosynthesis dataset with 1.9M reactions from patents (1976-2016). Predict the reactants needed to synthesize the given product. Given the product [Cl:12][C:4]1[N:3]=[C:2]([CH3:13])[C:11]2[C:6]([CH:5]=1)=[CH:7][CH:8]=[CH:9][CH:10]=2, predict the reactants needed to synthesize it. The reactants are: Cl[C:2]1[C:11]2[C:6](=[CH:7][CH:8]=[CH:9][CH:10]=2)[CH:5]=[C:4]([Cl:12])[N:3]=1.[CH3:13][Al](C)C.